This data is from Forward reaction prediction with 1.9M reactions from USPTO patents (1976-2016). The task is: Predict the product of the given reaction. (1) Given the reactants C([O:3][C:4](=[O:27])[C@@H:5]([O:25][CH3:26])[CH2:6][C:7]1[CH:12]=[CH:11][C:10]([O:13][CH2:14][CH2:15][CH2:16][O:17][C:18]2[CH:23]=[CH:22][C:21]([OH:24])=[CH:20][CH:19]=2)=[CH:9][CH:8]=1)C.BrCC(C)C, predict the reaction product. The product is: [OH:24][C:21]1[CH:20]=[CH:19][C:18]([O:17][CH2:16][CH2:15][CH2:14][O:13][C:10]2[CH:11]=[CH:12][C:7]([CH2:6][C@H:5]([O:25][CH3:26])[C:4]([OH:27])=[O:3])=[CH:8][CH:9]=2)=[CH:23][CH:22]=1. (2) Given the reactants C([O:3][C:4]([C:6]1[CH:10]=[C:9]([C:11]2[CH:16]=[CH:15][CH:14]=[CH:13][CH:12]=2)[N:8]([C:17]2[CH:22]=[CH:21][C:20]([S:23](=[O:26])(=[O:25])[NH2:24])=[CH:19][CH:18]=2)[N:7]=1)=[O:5])C.[Li+].[OH-].O, predict the reaction product. The product is: [C:11]1([C:9]2[N:8]([C:17]3[CH:18]=[CH:19][C:20]([S:23](=[O:26])(=[O:25])[NH2:24])=[CH:21][CH:22]=3)[N:7]=[C:6]([C:4]([OH:5])=[O:3])[CH:10]=2)[CH:12]=[CH:13][CH:14]=[CH:15][CH:16]=1.